Task: Predict the product of the given reaction.. Dataset: Forward reaction prediction with 1.9M reactions from USPTO patents (1976-2016) (1) Given the reactants C1(C2N=C(NC(C3C=CN4C(=O)C(/C=C/C(O)=O)=C(N5CCCC(O)C5)N=C4C=3)=O)SC=2)CCC1.[CH:36]1([C:40]2[N:41]=[C:42]([NH:45][C:46]([C:48]3[CH:71]=[CH:70][N:51]4[C:52](=[O:69])[C:53](/[CH:63]=[CH:64]/[C:65]([O:67]C)=[O:66])=[C:54]([N:56]5[CH2:61][CH2:60][N:59]([CH3:62])[CH2:58][CH2:57]5)[N:55]=[C:50]4[CH:49]=3)=[O:47])[S:43][CH:44]=2)[CH2:39][CH2:38][CH2:37]1, predict the reaction product. The product is: [CH:36]1([C:40]2[N:41]=[C:42]([NH:45][C:46]([C:48]3[CH:71]=[CH:70][N:51]4[C:52](=[O:69])[C:53](/[CH:63]=[CH:64]/[C:65]([OH:67])=[O:66])=[C:54]([N:56]5[CH2:57][CH2:58][N:59]([CH3:62])[CH2:60][CH2:61]5)[N:55]=[C:50]4[CH:49]=3)=[O:47])[S:43][CH:44]=2)[CH2:39][CH2:38][CH2:37]1. (2) Given the reactants [H-].[Na+].[Br:3][C:4]1[CH:12]=[C:11]2[C:7]([CH:8]=[N:9][NH:10]2)=[C:6]([N+:13]([O-:15])=[O:14])[CH:5]=1.[CH3:16]I.O, predict the reaction product. The product is: [Br:3][C:4]1[CH:12]=[C:11]2[C:7]([CH:8]=[N:9][N:10]2[CH3:16])=[C:6]([N+:13]([O-:15])=[O:14])[CH:5]=1.[Br:3][C:4]1[CH:5]=[C:6]([N+:13]([O-:15])=[O:14])[C:7]2[C:11]([CH:12]=1)=[N:10][N:9]([CH3:16])[CH:8]=2. (3) The product is: [C:15]([O:19][C:20]([N:22]1[CH2:26][CH2:25][CH:24]([CH2:27][S:12]([C:11]2[N:7]([C:1]3[CH:2]=[CH:3][CH:4]=[CH:5][CH:6]=3)[N:8]=[N:9][N:10]=2)(=[O:29])=[O:13])[CH2:23]1)=[O:21])([CH3:18])([CH3:17])[CH3:16]. Given the reactants [C:1]1([N:7]2[C:11]([SH:12])=[N:10][N:9]=[N:8]2)[CH:6]=[CH:5][CH:4]=[CH:3][CH:2]=1.[OH-:13].[K+].[C:15]([O:19][C:20]([N:22]1[CH2:26][CH2:25][CH:24]([CH2:27]I)[CH2:23]1)=[O:21])([CH3:18])([CH3:17])[CH3:16].[OH:29]O, predict the reaction product. (4) Given the reactants Br[C:2]1[N:7]=[CH:6][CH:5]=[CH:4][N:3]=1.C(=O)(O)[O-].[Na+].[OH:13][CH2:14][C:15]#[C:16][C:17]1[CH:22]=[CH:21][C:20](B(O)O)=[CH:19][CH:18]=1, predict the reaction product. The product is: [N:3]1[CH:4]=[CH:5][CH:6]=[N:7][C:2]=1[C:20]1[CH:21]=[CH:22][C:17]([C:16]#[C:15][CH2:14][OH:13])=[CH:18][CH:19]=1. (5) Given the reactants C(O[C:6](=O)[NH:7][C@H:8]1[CH2:11][C@H:10]([NH:12][C:13]2[S:14][C:15]3[CH:21]=[CH:20][CH:19]=[CH:18][C:16]=3[N:17]=2)[CH2:9]1)(C)(C)C.C(=O)([O-])[O-].[Cs+].[Cs+].[Br:29][C:30]1C(F)=[N:32][CH:33]=[CH:34][CH:35]=1, predict the reaction product. The product is: [S:14]1[C:15]2[CH:21]=[CH:20][CH:19]=[CH:18][C:16]=2[N:17]=[C:13]1[NH:12][C@H:10]1[CH2:9][C@H:8]([NH:7][C:6]2[C:30]([Br:29])=[CH:35][CH:34]=[CH:33][N:32]=2)[CH2:11]1.